Task: Binary Classification. Given a drug SMILES string, predict its activity (active/inactive) in a high-throughput screening assay against a specified biological target.. Dataset: M1 muscarinic receptor antagonist screen with 61,756 compounds (1) The drug is O=C(Nc1c(cccc1C)C)CN(CC)CC. The result is 0 (inactive). (2) The compound is O(C(=O)c1nn(c2ccccc2)c(=O)c(n1)N)CC. The result is 0 (inactive). (3) The molecule is S(c1n(c2c(c(ccc2)C)C)c(nn1)c1ncccc1)CC(=O)N. The result is 0 (inactive). (4) The compound is s1c(NC(=O)NCc2occc2)ccc1. The result is 0 (inactive). (5) The compound is S1c2n(N=C(C1)C)c(nn2)c1c(OC)cccc1. The result is 0 (inactive). (6) The drug is S=P1(OC(=Nc2n(nc(c12)C)CCC#N)c1ccc(F)cc1)N1CCCC1. The result is 0 (inactive). (7) The compound is O1CCN(CC1)CCOC(=O)c1cc2OCCOc2cc1. The result is 0 (inactive). (8) The compound is O(C(=O)c1n[nH]c2c1cccc2)CC(=O)NCc1ccc(OC)cc1. The result is 0 (inactive).